Dataset: Reaction yield outcomes from USPTO patents with 853,638 reactions. Task: Predict the reaction yield, written as a fraction of the theoretical maximum amount of product (1.0 means a 100% yield; for example, 0.34 means a 34% yield). (1) The reactants are [Cl-].O[NH3+:3].[C:4](=[O:7])([O-])[OH:5].[Na+].CS(C)=O.[OH:13][C@H:14]1[CH2:19][CH2:18][CH2:17][CH2:16][C@@H:15]1[O:20][C:21]1[CH:26]=[CH:25][C:24]([N:27]2[C:32](=[O:33])[C:31]([CH2:34][C:35]3[CH:40]=[CH:39][C:38]([C:41]4[C:42]([C:47]#[N:48])=[CH:43][CH:44]=[CH:45][CH:46]=4)=[CH:37][CH:36]=3)=[C:30]([CH2:49][CH2:50][CH3:51])[N:29]=[C:28]2[CH3:52])=[CH:23][CH:22]=1. The catalyst is O.C(OCC)(=O)C. The product is [OH:13][C@H:14]1[CH2:19][CH2:18][CH2:17][CH2:16][C@@H:15]1[O:20][C:21]1[CH:22]=[CH:23][C:24]([N:27]2[C:32](=[O:33])[C:31]([CH2:34][C:35]3[CH:36]=[CH:37][C:38]([C:41]4[CH:46]=[CH:45][CH:44]=[CH:43][C:42]=4[C:47]4[NH:3][C:4](=[O:7])[O:5][N:48]=4)=[CH:39][CH:40]=3)=[C:30]([CH2:49][CH2:50][CH3:51])[N:29]=[C:28]2[CH3:52])=[CH:25][CH:26]=1. The yield is 0.450. (2) The reactants are C(O[C:6](=[O:22])[NH:7][C@@H:8]([CH2:15][C:16]1[CH:21]=[CH:20][CH:19]=[CH:18][CH:17]=1)[CH:9]([OH:14])[C:10](=[O:13])[NH:11][CH3:12])(C)(C)C.FC(F)(F)C(O)=O.C(N(CC)C(C)C)(C)C.[CH2:39]([O:46][C:47]([NH:49][C@@H:50]([CH3:68])[C:51]([NH:53][C@@H:54]([CH2:58][C:59]1[C:67]2[C:62](=[CH:63][CH:64]=[CH:65][CH:66]=2)[NH:61][CH:60]=1)C(O)=O)=[O:52])=[O:48])[C:40]1[CH:45]=[CH:44][CH:43]=[CH:42][CH:41]=1.CN(C(ON1N=NC2C=CC=NC1=2)=[N+](C)C)C.F[P-](F)(F)(F)(F)F. The catalyst is ClCCl. The product is [CH2:39]([O:46][C:47](=[O:48])[NH:49][C@H:50]([C:51](=[O:52])[NH:53][C@H:54]([C:6](=[O:22])[NH:7][C@@H:8]([CH2:15][C:16]1[CH:17]=[CH:18][CH:19]=[CH:20][CH:21]=1)[CH:9]([OH:14])[C:10](=[O:13])[NH:11][CH3:12])[CH2:58][C:59]1[C:67]2[C:62](=[CH:63][CH:64]=[CH:65][CH:66]=2)[NH:61][CH:60]=1)[CH3:68])[C:40]1[CH:41]=[CH:42][CH:43]=[CH:44][CH:45]=1. The yield is 0.820. (3) The reactants are [C:1]([C:3]1([OH:13])[CH2:12][CH2:11][C:6]2([O:10][CH2:9][CH2:8][O:7]2)[CH2:5][CH2:4]1)#[CH:2].C([Li])CCC.[Cl:19][C:20]1[CH:27]=[CH:26][C:23]([CH:24]=[O:25])=[CH:22][CH:21]=1.[Cl-].[NH4+]. The catalyst is O1CCCC1. The product is [Cl:19][C:20]1[CH:27]=[CH:26][C:23]([CH:24]([OH:25])[C:2]#[C:1][C:3]2([OH:13])[CH2:12][CH2:11][C:6]3([O:7][CH2:8][CH2:9][O:10]3)[CH2:5][CH2:4]2)=[CH:22][CH:21]=1. The yield is 0.910.